Dataset: Full USPTO retrosynthesis dataset with 1.9M reactions from patents (1976-2016). Task: Predict the reactants needed to synthesize the given product. (1) Given the product [CH3:51][N:52]1[CH:56]=[C:55]([C:26]2[CH:27]=[N:28][C:29]([N:32]3[C:40]4[C:35](=[CH:36][CH:37]=[C:38]([C:41]([N:43]5[CH2:48][CH2:47][O:46][CH2:45][CH2:44]5)=[O:42])[CH:39]=4)[C:34]([S:49][CH3:50])=[CH:33]3)=[N:30][CH:31]=2)[CH:54]=[N:53]1, predict the reactants needed to synthesize it. The reactants are: C(=O)([O-])[O-].[K+].[K+].F[B-](F)(F)F.C([PH+](C(C)(C)C)C(C)(C)C)(C)(C)C.Br[C:26]1[CH:27]=[N:28][C:29]([N:32]2[C:40]3[C:35](=[CH:36][CH:37]=[C:38]([C:41]([N:43]4[CH2:48][CH2:47][O:46][CH2:45][CH2:44]4)=[O:42])[CH:39]=3)[C:34]([S:49][CH3:50])=[CH:33]2)=[N:30][CH:31]=1.[CH3:51][N:52]1[CH:56]=[C:55](B(O)O)[CH:54]=[N:53]1. (2) Given the product [Cl:1][C:2]1[CH:3]=[C:4]([NH2:9])[CH:5]=[CH:6][C:7]=1[C:14]1[CH:15]=[CH:16][C:11]([Cl:10])=[CH:12][CH:13]=1, predict the reactants needed to synthesize it. The reactants are: [Cl:1][C:2]1[CH:3]=[C:4]([NH2:9])[CH:5]=[CH:6][C:7]=1I.[Cl:10][C:11]1[CH:16]=[CH:15][C:14](B(O)O)=[CH:13][CH:12]=1.C([O-])([O-])=O.[Na+].[Na+]. (3) Given the product [F:25][C:22]1[CH:23]=[CH:24][C:19]([CH2:18][O:17][C:5]2[CH:4]=[C:3]([CH2:26][N:27]3[CH2:32][CH2:31][O:30][CH2:29][CH2:28]3)[C:2]([C:37]3[CH:36]=[N:35][N:34]([CH3:33])[CH:38]=3)=[CH:16][C:6]=2[C:7]([NH:9][C:10]2[CH:11]=[N:12][CH:13]=[CH:14][CH:15]=2)=[O:8])=[CH:20][CH:21]=1, predict the reactants needed to synthesize it. The reactants are: Br[C:2]1[C:3]([CH2:26][N:27]2[CH2:32][CH2:31][O:30][CH2:29][CH2:28]2)=[CH:4][C:5]([O:17][CH2:18][C:19]2[CH:24]=[CH:23][C:22]([F:25])=[CH:21][CH:20]=2)=[C:6]([CH:16]=1)[C:7]([NH:9][C:10]1[CH:11]=[N:12][CH:13]=[CH:14][CH:15]=1)=[O:8].[CH3:33][N:34]1[CH:38]=[C:37](B2OC(C)(C)C(C)(C)O2)[CH:36]=[N:35]1.C(=O)([O-])[O-].[Na+].[Na+].